From a dataset of Forward reaction prediction with 1.9M reactions from USPTO patents (1976-2016). Predict the product of the given reaction. (1) Given the reactants CC(C)N=C=NC(C)C.[CH:10]1[C:15]([CH2:16][CH2:17][CH2:18][C:19]([OH:21])=[O:20])=[CH:14][CH:13]=[C:12]([N:22]([CH2:26][CH2:27][Cl:28])[CH2:23][CH2:24][Cl:25])[CH:11]=1.[CH3:29][CH:30]([CH2:32][CH2:33][CH2:34][C@H:35]([C@@H:37]1[C@:55]2([CH3:56])[C@H:40]([C@H:41]3[C@H:52]([CH2:53][CH2:54]2)[C@:50]2([CH3:51])[C:44]([CH2:45][C@H:46]([CH2:48][CH2:49]2)[OH:47])=[CH:43][CH2:42]3)[CH2:39][CH2:38]1)[CH3:36])[CH3:31].C(=O)(O)[O-].[Na+], predict the reaction product. The product is: [CH3:31][CH:30]([CH2:32][CH2:33][CH2:34][C@H:35]([C@@H:37]1[C@:55]2([CH3:56])[C@H:40]([C@H:41]3[C@H:52]([CH2:53][CH2:54]2)[C@:50]2([CH3:51])[C:44]([CH2:45][C@H:46]([CH2:48][CH2:49]2)[OH:47])=[CH:43][CH2:42]3)[CH2:39][CH2:38]1)[CH3:36])[CH3:29].[Cl:25][CH2:24][CH2:23][N:22]([CH2:26][CH2:27][Cl:28])[C:12]1[CH:11]=[CH:10][C:15]([CH2:16][CH2:17][CH2:18][C:19]([O-:21])=[O:20])=[CH:14][CH:13]=1. (2) Given the reactants [C:1]1([S:7]([C:10]2[CH:11]=[CH:12][C:13]([C:26]([F:29])([F:28])[F:27])=[C:14]([S:16]([NH:19][CH:20]3[CH2:25][CH2:24][NH:23][CH2:22][CH2:21]3)(=[O:18])=[O:17])[CH:15]=2)(=[O:9])=[O:8])[CH:6]=[CH:5][CH:4]=[CH:3][CH:2]=1.[C:30]1(=[O:36])[O:35][C:33](=[O:34])[CH2:32][CH2:31]1, predict the reaction product. The product is: [O:36]=[C:30]([N:23]1[CH2:24][CH2:25][CH:20]([NH:19][S:16]([C:14]2[CH:15]=[C:10]([S:7]([C:1]3[CH:2]=[CH:3][CH:4]=[CH:5][CH:6]=3)(=[O:9])=[O:8])[CH:11]=[CH:12][C:13]=2[C:26]([F:28])([F:29])[F:27])(=[O:18])=[O:17])[CH2:21][CH2:22]1)[CH2:31][CH2:32][C:33]([OH:35])=[O:34]. (3) Given the reactants Cl.Cl.[CH:3]1([NH:8][C:9]2[N:14]3[N:15]=[C:16]([C:30]4[CH:35]=[CH:34][C:33]([F:36])=[CH:32][CH:31]=4)[C:17]([C:18]4[CH:23]=[CH:22][N:21]=[C:20]([NH:24][CH:25]5[CH2:29][CH2:28][CH2:27][CH2:26]5)[N:19]=4)=[C:13]3[CH:12]=[CH:11][C:10]=2[C:37]([OH:39])=O)[CH2:7][CH2:6][CH2:5][CH2:4]1.S(Cl)(Cl)=O.Cl.[NH2:45][OH:46].C(=O)([O-])[O-].[K+].[K+], predict the reaction product. The product is: [CH:3]1([NH:8][C:9]2[N:14]3[N:15]=[C:16]([C:30]4[CH:35]=[CH:34][C:33]([F:36])=[CH:32][CH:31]=4)[C:17]([C:18]4[CH:23]=[CH:22][N:21]=[C:20]([NH:24][CH:25]5[CH2:26][CH2:27][CH2:28][CH2:29]5)[N:19]=4)=[C:13]3[CH:12]=[CH:11][C:10]=2[C:37]([NH:45][OH:46])=[O:39])[CH2:7][CH2:6][CH2:5][CH2:4]1. (4) Given the reactants [F:1][C:2]([F:19])([F:18])[C:3]([NH:5][CH2:6][C:7]1[C:8]([F:17])=[CH:9][C:10]([Cl:16])=[C:11]([CH:15]=1)[C:12](O)=[O:13])=[O:4].C(Cl)(=O)C(Cl)=O.[NH3:26], predict the reaction product. The product is: [F:1][C:2]([F:19])([F:18])[C:3]([NH:5][CH2:6][C:7]1[C:8]([F:17])=[CH:9][C:10]([Cl:16])=[C:11]([CH:15]=1)[C:12]([NH2:26])=[O:13])=[O:4].